Dataset: NCI-60 drug combinations with 297,098 pairs across 59 cell lines. Task: Regression. Given two drug SMILES strings and cell line genomic features, predict the synergy score measuring deviation from expected non-interaction effect. (1) Synergy scores: CSS=5.04, Synergy_ZIP=-1.45, Synergy_Bliss=-1.99, Synergy_Loewe=-61.3, Synergy_HSA=-6.98. Cell line: OVCAR-5. Drug 2: CC1CCC2CC(C(=CC=CC=CC(CC(C(=O)C(C(C(=CC(C(=O)CC(OC(=O)C3CCCCN3C(=O)C(=O)C1(O2)O)C(C)CC4CCC(C(C4)OC)OCCO)C)C)O)OC)C)C)C)OC. Drug 1: COC1=NC(=NC2=C1N=CN2C3C(C(C(O3)CO)O)O)N. (2) Drug 1: CC(C)(C#N)C1=CC(=CC(=C1)CN2C=NC=N2)C(C)(C)C#N. Drug 2: CC1=C(C(=O)C2=C(C1=O)N3CC4C(C3(C2COC(=O)N)OC)N4)N. Cell line: RXF 393. Synergy scores: CSS=1.36, Synergy_ZIP=-0.589, Synergy_Bliss=-0.823, Synergy_Loewe=-1.74, Synergy_HSA=-1.80. (3) Drug 1: C1=NC2=C(N=C(N=C2N1C3C(C(C(O3)CO)O)O)F)N. Drug 2: CCC1=C2CN3C(=CC4=C(C3=O)COC(=O)C4(CC)O)C2=NC5=C1C=C(C=C5)O. Cell line: CCRF-CEM. Synergy scores: CSS=79.5, Synergy_ZIP=3.65, Synergy_Bliss=3.22, Synergy_Loewe=-2.29, Synergy_HSA=5.00. (4) Drug 1: C1=CC(=CC=C1CCC2=CNC3=C2C(=O)NC(=N3)N)C(=O)NC(CCC(=O)O)C(=O)O. Drug 2: CC1=C(C(=CC=C1)Cl)NC(=O)C2=CN=C(S2)NC3=CC(=NC(=N3)C)N4CCN(CC4)CCO. Cell line: KM12. Synergy scores: CSS=-6.96, Synergy_ZIP=-2.10, Synergy_Bliss=-10.6, Synergy_Loewe=-11.6, Synergy_HSA=-13.4. (5) Drug 1: CC(C1=C(C=CC(=C1Cl)F)Cl)OC2=C(N=CC(=C2)C3=CN(N=C3)C4CCNCC4)N. Drug 2: CC1=C(C(=O)C2=C(C1=O)N3CC4C(C3(C2COC(=O)N)OC)N4)N. Cell line: MDA-MB-435. Synergy scores: CSS=17.1, Synergy_ZIP=-6.87, Synergy_Bliss=-3.13, Synergy_Loewe=-4.47, Synergy_HSA=-4.57. (6) Drug 1: COC1=NC(=NC2=C1N=CN2C3C(C(C(O3)CO)O)O)N. Drug 2: CC1C(C(CC(O1)OC2CC(CC3=C2C(=C4C(=C3O)C(=O)C5=C(C4=O)C(=CC=C5)OC)O)(C(=O)CO)O)N)O.Cl. Cell line: HCT116. Synergy scores: CSS=25.6, Synergy_ZIP=-3.38, Synergy_Bliss=-3.86, Synergy_Loewe=-6.12, Synergy_HSA=-2.96. (7) Drug 1: C1CC(=O)NC(=O)C1N2C(=O)C3=CC=CC=C3C2=O. Synergy scores: CSS=2.12, Synergy_ZIP=0.114, Synergy_Bliss=2.43, Synergy_Loewe=-0.953, Synergy_HSA=0.364. Drug 2: CC(C)NC(=O)C1=CC=C(C=C1)CNNC.Cl. Cell line: CAKI-1. (8) Drug 1: C1CCC(CC1)NC(=O)N(CCCl)N=O. Drug 2: C1=CC=C(C(=C1)C(C2=CC=C(C=C2)Cl)C(Cl)Cl)Cl. Cell line: A498. Synergy scores: CSS=6.21, Synergy_ZIP=-3.67, Synergy_Bliss=-5.44, Synergy_Loewe=-10.4, Synergy_HSA=-6.79. (9) Drug 1: CCC1=C2CN3C(=CC4=C(C3=O)COC(=O)C4(CC)O)C2=NC5=C1C=C(C=C5)O. Drug 2: CC1C(C(CC(O1)OC2CC(OC(C2O)C)OC3=CC4=CC5=C(C(=O)C(C(C5)C(C(=O)C(C(C)O)O)OC)OC6CC(C(C(O6)C)O)OC7CC(C(C(O7)C)O)OC8CC(C(C(O8)C)O)(C)O)C(=C4C(=C3C)O)O)O)O. Cell line: MOLT-4. Synergy scores: CSS=96.3, Synergy_ZIP=0.933, Synergy_Bliss=-1.44, Synergy_Loewe=-4.81, Synergy_HSA=-3.20. (10) Drug 1: CN1CCC(CC1)COC2=C(C=C3C(=C2)N=CN=C3NC4=C(C=C(C=C4)Br)F)OC. Drug 2: C1CCC(CC1)NC(=O)N(CCCl)N=O. Cell line: MOLT-4. Synergy scores: CSS=40.2, Synergy_ZIP=3.55, Synergy_Bliss=8.83, Synergy_Loewe=4.40, Synergy_HSA=8.87.